Task: Predict the reactants needed to synthesize the given product.. Dataset: Full USPTO retrosynthesis dataset with 1.9M reactions from patents (1976-2016) The reactants are: [CH2:1]([N:3]([CH2:6][C:7]1[S:11][C:10]([C:12]([OH:14])=O)=[CH:9][C:8]=1[CH3:15])[CH2:4][CH3:5])[CH3:2].CC1(C)[O:21][C@H:20]([CH2:22][O:23][C:24]2[CH:33]=[CH:32][C:27]([C:28]([NH:30]O)=[NH:29])=[C:26]([O:34][CH3:35])[CH:25]=2)[CH2:19][O:18]1. Given the product [CH2:4]([N:3]([CH2:6][C:7]1[S:11][C:10]([C:12]2[O:14][N:29]=[C:28]([C:27]3[CH:32]=[CH:33][C:24]([O:23][CH2:22][C@@H:20]([OH:21])[CH2:19][OH:18])=[CH:25][C:26]=3[O:34][CH3:35])[N:30]=2)=[CH:9][C:8]=1[CH3:15])[CH2:1][CH3:2])[CH3:5], predict the reactants needed to synthesize it.